This data is from Catalyst prediction with 721,799 reactions and 888 catalyst types from USPTO. The task is: Predict which catalyst facilitates the given reaction. (1) Reactant: [CH3:1][O:2][C:3](=[O:22])[C:4]([NH:11]C(OCC1C=CC=CC=1)=O)=[CH:5][CH2:6][C:7]([CH3:10])([CH3:9])[CH3:8].[CH3:35][C:34]([O:33][C:31](O[C:31]([O:33][C:34]([CH3:37])([CH3:36])[CH3:35])=[O:32])=[O:32])([CH3:37])[CH3:36]. Product: [CH3:1][O:2][C:3](=[O:22])[CH:4]([NH:11][C:31]([O:33][C:34]([CH3:35])([CH3:36])[CH3:37])=[O:32])[CH2:5][CH2:6][C:7]([CH3:8])([CH3:9])[CH3:10]. The catalyst class is: 19. (2) Reactant: [CH2:1]([C:8]1([OH:31])[CH2:13][CH2:12][N:11]([CH2:14][CH2:15][NH:16][C:17]([NH:19][C:20]2[C:29]3[C:24](=[CH:25][CH:26]=[CH:27][CH:28]=3)[N:23]=[C:22]([CH3:30])[CH:21]=2)=[O:18])[CH2:10][CH2:9]1)[C:2]1[CH:7]=[CH:6][CH:5]=[CH:4][CH:3]=1.[OH:32][S:33]([OH:36])(=[O:35])=[O:34]. Product: [S:33]([OH:36])([OH:35])(=[O:34])=[O:32].[CH2:1]([C:8]1([OH:31])[CH2:9][CH2:10][N:11]([CH2:14][CH2:15][NH:16][C:17]([NH:19][C:20]2[C:29]3[C:24](=[CH:25][CH:26]=[CH:27][CH:28]=3)[N:23]=[C:22]([CH3:30])[CH:21]=2)=[O:18])[CH2:12][CH2:13]1)[C:2]1[CH:7]=[CH:6][CH:5]=[CH:4][CH:3]=1. The catalyst class is: 5. (3) The catalyst class is: 7. Reactant: [S:1]([NH2:5])([NH2:4])(=[O:3])=[O:2].[H-].[Na+].Cl.[CH3:9][O:10][C:11]1[CH:12]=[C:13]([C:17]2([C:29](Cl)=[O:30])[CH2:22][CH2:21][N:20]([C:23]3[N:28]=[CH:27][CH:26]=[CH:25][N:24]=3)[CH2:19][CH2:18]2)[CH:14]=[CH:15][CH:16]=1.[Cl-].[NH4+]. Product: [NH2:4][S:1]([NH:5][C:29]([C:17]1([C:13]2[CH:14]=[CH:15][CH:16]=[C:11]([O:10][CH3:9])[CH:12]=2)[CH2:22][CH2:21][N:20]([C:23]2[N:24]=[CH:25][CH:26]=[CH:27][N:28]=2)[CH2:19][CH2:18]1)=[O:30])(=[O:3])=[O:2].